Dataset: Catalyst prediction with 721,799 reactions and 888 catalyst types from USPTO. Task: Predict which catalyst facilitates the given reaction. Reactant: C([O:5][C:6](=[O:19])[CH2:7][CH2:8][C:9]1[CH:14]=[CH:13][C:12]([C:15](=[O:18])[NH:16][CH3:17])=[CH:11][N:10]=1)(C)(C)C.[ClH:20]. Product: [ClH:20].[CH3:17][NH:16][C:15]([C:12]1[CH:13]=[CH:14][C:9]([CH2:8][CH2:7][C:6]([OH:19])=[O:5])=[N:10][CH:11]=1)=[O:18]. The catalyst class is: 12.